From a dataset of NCI-60 drug combinations with 297,098 pairs across 59 cell lines. Regression. Given two drug SMILES strings and cell line genomic features, predict the synergy score measuring deviation from expected non-interaction effect. Drug 1: CC12CCC3C(C1CCC2=O)CC(=C)C4=CC(=O)C=CC34C. Drug 2: CN(CCCl)CCCl.Cl. Cell line: SNB-19. Synergy scores: CSS=54.4, Synergy_ZIP=-0.919, Synergy_Bliss=1.82, Synergy_Loewe=-5.17, Synergy_HSA=1.92.